Dataset: hERG Central: cardiac toxicity at 1µM, 10µM, and general inhibition. Task: Predict hERG channel inhibition at various concentrations. (1) The molecule is Fc1ccc(Nc2c3c(nc4ccccc24)CCC3)cc1. Results: hERG_inhib (hERG inhibition (general)): blocker. (2) The molecule is Cc1[nH]c(=O)[nH]c1C(=O)CCCCC(=O)O. Results: hERG_inhib (hERG inhibition (general)): blocker. (3) The compound is CCOC(=O)C1CCC(CNCc2ccc(Cl)cc2)CC1. Results: hERG_inhib (hERG inhibition (general)): blocker. (4) The compound is Cc1cc(OCC(=O)NCc2ccccn2)cc(C)c1Br. Results: hERG_inhib (hERG inhibition (general)): blocker. (5) Results: hERG_inhib (hERG inhibition (general)): blocker. The compound is CCOC(=O)c1sc2nc(C)nc(NCc3ccc(Cl)cc3)c2c1C. (6) The compound is CCOC(=O)N1CCN(C(=O)c2cccn3c(=O)c4cc(Cl)ccc4nc23)CC1. Results: hERG_inhib (hERG inhibition (general)): blocker.